Dataset: Reaction yield outcomes from USPTO patents with 853,638 reactions. Task: Predict the reaction yield, written as a fraction of the theoretical maximum amount of product (1.0 means a 100% yield; for example, 0.34 means a 34% yield). (1) The reactants are [CH3:1][O:2][C:3]1[CH:4]=[CH:5][C:6]2[C:10]([O:11][C:12]3[CH:17]=[CH:16][C:15](/[CH:18]=[CH:19]/[C:20]([O:22]C)=[O:21])=[CH:14][CH:13]=3)=[C:9]([C:24]3[CH:29]=[CH:28][CH:27]=[CH:26][C:25]=3[CH2:30][O:31][CH3:32])[S:8][C:7]=2[CH:33]=1.[Li+].[OH-].Cl. The catalyst is CO. The product is [CH3:1][O:2][C:3]1[CH:4]=[CH:5][C:6]2[C:10]([O:11][C:12]3[CH:17]=[CH:16][C:15](/[CH:18]=[CH:19]/[C:20]([OH:22])=[O:21])=[CH:14][CH:13]=3)=[C:9]([C:24]3[CH:29]=[CH:28][CH:27]=[CH:26][C:25]=3[CH2:30][O:31][CH3:32])[S:8][C:7]=2[CH:33]=1. The yield is 0.550. (2) The reactants are [F:1][C:2]1[CH:7]=[CH:6][C:5]([CH:8]2[C:12]3[C:13]([CH3:30])=[C:14]([N:19]4[C:27](=O)[C:26]5[C:21](=[CH:22][CH:23]=[CH:24][CH:25]=5)[C:20]4=O)[C:15]([CH3:18])=[C:16]([CH3:17])[C:11]=3[O:10][C:9]2([CH3:32])[CH3:31])=[CH:4][CH:3]=1. The catalyst is C(OCC)(=O)C. The product is [F:1][C:2]1[CH:7]=[CH:6][C:5]([CH:8]2[C:12]3[C:13]([CH3:30])=[C:14]([N:19]4[CH2:20][C:21]5[C:26](=[CH:25][CH:24]=[CH:23][CH:22]=5)[CH2:27]4)[C:15]([CH3:18])=[C:16]([CH3:17])[C:11]=3[O:10][C:9]2([CH3:32])[CH3:31])=[CH:4][CH:3]=1. The yield is 0.550. (3) The yield is 0.540. The product is [Br:13][C:14]1[N:15]([C:2]2[CH:7]=[C:6]([F:8])[CH:5]=[C:4]([F:9])[C:3]=2[N+:10]([O-:12])=[O:11])[CH:16]=[C:17]([CH3:19])[N:18]=1. The catalyst is CN(C=O)C.C(OCC)(=O)C. The reactants are F[C:2]1[CH:7]=[C:6]([F:8])[CH:5]=[C:4]([F:9])[C:3]=1[N+:10]([O-:12])=[O:11].[Br:13][C:14]1[NH:15][CH:16]=[C:17]([CH3:19])[N:18]=1.C([O-])([O-])=O.[K+].[K+]. (4) The reactants are CCN=C=NCCCN(C)C.Cl.Cl.[CH3:14][O:15][C:16](=[O:24])[C@@H:17]([NH2:23])[C@H:18]([N:20]=[N+:21]=[N-:22])[CH3:19].C1C=CC2N(O)N=NC=2C=1.[CH2:35]([C:37]1[CH:42]=[CH:41][C:40]([C:43]2[CH:48]=[CH:47][C:46]([C:49](O)=[O:50])=[CH:45][CH:44]=2)=[CH:39][CH:38]=1)[CH3:36].CCN(C(C)C)C(C)C. The catalyst is C(Cl)Cl.CCCCCC.CCOC(C)=O. The product is [CH3:14][O:15][C:16](=[O:24])[C@@H:17]([NH:23][C:49]([C:46]1[CH:45]=[CH:44][C:43]([C:40]2[CH:41]=[CH:42][C:37]([CH2:35][CH3:36])=[CH:38][CH:39]=2)=[CH:48][CH:47]=1)=[O:50])[C@H:18]([N:20]=[N+:21]=[N-:22])[CH3:19]. The yield is 0.670. (5) The reactants are Br[C:2]1[CH:23]=[CH:22][C:5]([C:6]([NH:8][S:9]([C:12]2[CH:17]=[CH:16][CH:15]=[CH:14][C:13]=2[S:18](=[O:21])(=[O:20])[NH2:19])(=[O:11])=[O:10])=[O:7])=[CH:4][C:3]=1[CH2:24][OH:25].[CH:26]1([C:31]#[CH:32])[CH2:30][CH2:29][CH2:28][CH2:27]1.C(N(CC)CC)C.O. The catalyst is CN(C)C=O.[Cu]I.C1C=CC([P]([Pd]([P](C2C=CC=CC=2)(C2C=CC=CC=2)C2C=CC=CC=2)([P](C2C=CC=CC=2)(C2C=CC=CC=2)C2C=CC=CC=2)[P](C2C=CC=CC=2)(C2C=CC=CC=2)C2C=CC=CC=2)(C2C=CC=CC=2)C2C=CC=CC=2)=CC=1.C(OCC)(=O)C. The product is [CH:26]1([C:31]#[C:32][C:2]2[CH:23]=[CH:22][C:5]([C:6]([NH:8][S:9]([C:12]3[CH:17]=[CH:16][CH:15]=[CH:14][C:13]=3[S:18](=[O:21])(=[O:20])[NH2:19])(=[O:11])=[O:10])=[O:7])=[CH:4][C:3]=2[CH2:24][OH:25])[CH2:30][CH2:29][CH2:28][CH2:27]1. The yield is 0.220. (6) The reactants are [CH3:1][O:2][C:3]1[CH:8]=[CH:7][C:6]([N:9]2[C:13]3[C:14](=[O:31])[N:15]([C:18]4[CH:23]=[CH:22][C:21]([N:24]5[CH:29]=[CH:28][CH:27]=[CH:26][C:25]5=[O:30])=[CH:20][CH:19]=4)[CH2:16][CH2:17][C:12]=3[C:11]([C:32]([O:34]CC)=[O:33])=[N:10]2)=[CH:5][CH:4]=1.[OH-].[Li+].CO.Cl. The catalyst is O.C1COCC1. The product is [CH3:1][O:2][C:3]1[CH:8]=[CH:7][C:6]([N:9]2[C:13]3[C:14](=[O:31])[N:15]([C:18]4[CH:19]=[CH:20][C:21]([N:24]5[CH:29]=[CH:28][CH:27]=[CH:26][C:25]5=[O:30])=[CH:22][CH:23]=4)[CH2:16][CH2:17][C:12]=3[C:11]([C:32]([OH:34])=[O:33])=[N:10]2)=[CH:5][CH:4]=1. The yield is 0.790. (7) The reactants are [C:1]([O:5][C:6]([N:8]1[CH2:13][CH2:12][CH:11]([C:14]2[CH:15]=[C:16]3[C:25](=[CH:26][CH:27]=2)[O:24][CH2:23][C:22]2[N:17]3[CH:18]([CH3:29])[C:19](=[O:28])[NH:20][N:21]=2)[CH2:10][CH2:9]1)=[O:7])([CH3:4])([CH3:3])[CH3:2].[Br-:30].[Br-].[Br-].C([N+](CCCC)(CCCC)CCCC)CCC.C([N+](CCCC)(CCCC)CCCC)CCC.C([N+](CCCC)(CCCC)CCCC)CCC.[O-]S([O-])(=S)=O.[Na+].[Na+].C([O-])(O)=O.[Na+]. The catalyst is C(Cl)Cl.CO. The product is [C:1]([O:5][C:6]([N:8]1[CH2:13][CH2:12][CH:11]([C:14]2[CH:15]=[C:16]3[C:25](=[CH:26][C:27]=2[Br:30])[O:24][CH2:23][C:22]2[N:17]3[CH:18]([CH3:29])[C:19](=[O:28])[NH:20][N:21]=2)[CH2:10][CH2:9]1)=[O:7])([CH3:4])([CH3:2])[CH3:3]. The yield is 0.570. (8) The reactants are [OH:1][C:2]1[CH:28]=[CH:27][C:26]([Cl:29])=[CH:25][C:3]=1[CH2:4][NH:5][C:6]([NH:8][C:9]1[N:13]([C:14]2[CH:19]=[CH:18][C:17]([CH3:20])=[CH:16][CH:15]=2)[N:12]=[C:11]([C:21]([CH3:24])([CH3:23])[CH3:22])[CH:10]=1)=[O:7].[Cl:30][C:31]1[N:36]=[C:35](Cl)[CH:34]=[CH:33][N:32]=1.[OH-].[Na+]. The catalyst is CC(C)=O. The product is [Cl:30][C:31]1[N:36]=[C:35]([O:1][C:2]2[CH:28]=[CH:27][C:26]([Cl:29])=[CH:25][C:3]=2[CH2:4][NH:5][C:6]([NH:8][C:9]2[N:13]([C:14]3[CH:15]=[CH:16][C:17]([CH3:20])=[CH:18][CH:19]=3)[N:12]=[C:11]([C:21]([CH3:23])([CH3:24])[CH3:22])[CH:10]=2)=[O:7])[CH:34]=[CH:33][N:32]=1. The yield is 0.820. (9) The reactants are [C:1]([C:4]1([C:10]([O:12][CH2:13][CH3:14])=[O:11])[CH2:9][O:8][CH2:7][O:6][CH2:5]1)(=[O:3])[CH3:2].[BH4-].[Na+]. The catalyst is C(O)C. The product is [OH:3][CH:1]([C:4]1([C:10]([O:12][CH2:13][CH3:14])=[O:11])[CH2:9][O:8][CH2:7][O:6][CH2:5]1)[CH3:2]. The yield is 0.840.